Dataset: Full USPTO retrosynthesis dataset with 1.9M reactions from patents (1976-2016). Task: Predict the reactants needed to synthesize the given product. (1) Given the product [C:41]12([NH:46][C:27]([C:26]3[CH:30]=[C:22]([C:3]4[CH:4]=[C:5]5[C:10]([C:11]([NH:12][CH3:13])=[O:14])=[C:9]([C:15]6[CH:16]=[CH:17][C:18]([F:21])=[CH:19][CH:20]=6)[O:8][C:6]5=[N:7][C:2]=4[Cl:1])[CH:23]=[N:24][CH:25]=3)=[O:29])[CH2:45][CH:43]([CH2:44]1)[CH2:42]2, predict the reactants needed to synthesize it. The reactants are: [Cl:1][C:2]1[N:7]=[C:6]2[O:8][C:9]([C:15]3[CH:20]=[CH:19][C:18]([F:21])=[CH:17][CH:16]=3)=[C:10]([C:11](=[O:14])[NH:12][CH3:13])[C:5]2=[CH:4][C:3]=1[C:22]1[CH:23]=[N:24][CH:25]=[C:26]([CH:30]=1)[C:27]([OH:29])=O.C(N(C(C)C)C(C)C)C.Cl.[C:41]12([NH2:46])[CH2:45][CH:43]([CH2:44]1)[CH2:42]2.CN(C(ON1N=NC2C=CC=NC1=2)=[N+](C)C)C.F[P-](F)(F)(F)(F)F. (2) Given the product [F:1][C:2]1[CH:7]=[C:6]([N+:8]([O-:10])=[O:9])[CH:5]=[CH:4][C:3]=1[N:11]1[CH:15]=[C:14]([CH:18]([O:21][CH3:22])[O:19][CH3:20])[N:13]=[CH:12]1, predict the reactants needed to synthesize it. The reactants are: [F:1][C:2]1[CH:7]=[C:6]([N+:8]([O-:10])=[O:9])[CH:5]=[CH:4][C:3]=1[N:11]1[CH:15]=[C:14](C=O)[N:13]=[CH:12]1.[CH:18](OC)([O:21][CH3:22])[O:19][CH3:20].C(=O)([O-])[O-].[Na+].[Na+]. (3) Given the product [Cl:1][C:2]1[CH:3]=[CH:4][C:5]([C:25]#[N:26])=[C:6]([C:8]2[C:13]([O:14][CH3:15])=[CH:12][N:11]([CH:16]([CH2:20][CH2:21][O:22][CH3:23])[C:17]([NH:36][C:34]3[CH:33]=[CH:32][C:31]4[N:30]([CH:29]=[CH:28][N:27]=4)[CH:35]=3)=[O:18])[C:10](=[O:24])[CH:9]=2)[CH:7]=1, predict the reactants needed to synthesize it. The reactants are: [Cl:1][C:2]1[CH:3]=[CH:4][C:5]([C:25]#[N:26])=[C:6]([C:8]2[C:13]([O:14][CH3:15])=[CH:12][N:11]([CH:16]([CH2:20][CH2:21][O:22][CH3:23])[C:17](O)=[O:18])[C:10](=[O:24])[CH:9]=2)[CH:7]=1.[N:27]1[CH:28]=[CH:29][N:30]2[CH:35]=[C:34]([NH2:36])[CH:33]=[CH:32][C:31]=12. (4) Given the product [NH2:1][C:2]1[C:3]([C:4]([O:6][CH2:7][CH3:8])=[O:5])=[CH:9][C:10]([Br:15])=[C:11]([CH2:13][N:19]2[CH2:18][CH2:17][N:16]([C:22]([O:24][C:25]([CH3:28])([CH3:27])[CH3:26])=[O:23])[CH2:21][CH2:20]2)[CH:12]=1, predict the reactants needed to synthesize it. The reactants are: [NH2:1][C:2]1[CH:12]=[C:11]([CH2:13]Br)[C:10]([Br:15])=[CH:9][C:3]=1[C:4]([O:6][CH2:7][CH3:8])=[O:5].[N:16]1([C:22]([O:24][C:25]([CH3:28])([CH3:27])[CH3:26])=[O:23])[CH2:21][CH2:20][NH:19][CH2:18][CH2:17]1.